Dataset: Catalyst prediction with 721,799 reactions and 888 catalyst types from USPTO. Task: Predict which catalyst facilitates the given reaction. (1) Reactant: [NH2:1][C:2]1[CH:7]=[CH:6][CH:5]=[CH:4][N:3]=1.[C:8]([CH:11]1[CH2:15][CH2:14][O:13][C:12]1=O)(=O)[CH3:9].P(Cl)(Cl)([Cl:19])=O. Product: [Cl:19][CH2:14][CH2:15][C:11]1[C:12](=[O:13])[N:3]2[CH:4]=[CH:5][CH:6]=[CH:7][C:2]2=[N:1][C:8]=1[CH3:9]. The catalyst class is: 11. (2) Reactant: [CH3:1][C:2]1([CH3:23])[CH2:7][N:6]([C:8]2[CH:13]=[CH:12][CH:11]=[CH:10][CH:9]=2)[CH:5]([CH2:14][C:15]([O:17]C(C)(C)C)=[O:16])[C:4](=[O:22])[O:3]1.FC(F)(F)C(O)=O. Product: [CH3:1][C:2]1([CH3:23])[CH2:7][N:6]([C:8]2[CH:13]=[CH:12][CH:11]=[CH:10][CH:9]=2)[CH:5]([CH2:14][C:15]([OH:17])=[O:16])[C:4](=[O:22])[O:3]1. The catalyst class is: 4.